From a dataset of NCI-60 drug combinations with 297,098 pairs across 59 cell lines. Regression. Given two drug SMILES strings and cell line genomic features, predict the synergy score measuring deviation from expected non-interaction effect. (1) Drug 1: CC=C1C(=O)NC(C(=O)OC2CC(=O)NC(C(=O)NC(CSSCCC=C2)C(=O)N1)C(C)C)C(C)C. Drug 2: CCC1(CC2CC(C3=C(CCN(C2)C1)C4=CC=CC=C4N3)(C5=C(C=C6C(=C5)C78CCN9C7C(C=CC9)(C(C(C8N6C)(C(=O)OC)O)OC(=O)C)CC)OC)C(=O)OC)O.OS(=O)(=O)O. Cell line: HCT-15. Synergy scores: CSS=4.18, Synergy_ZIP=-0.924, Synergy_Bliss=-0.418, Synergy_Loewe=-4.67, Synergy_HSA=-1.30. (2) Drug 1: CC(C1=C(C=CC(=C1Cl)F)Cl)OC2=C(N=CC(=C2)C3=CN(N=C3)C4CCNCC4)N. Drug 2: C1C(C(OC1N2C=NC(=NC2=O)N)CO)O. Cell line: DU-145. Synergy scores: CSS=4.20, Synergy_ZIP=-1.67, Synergy_Bliss=-0.313, Synergy_Loewe=-3.21, Synergy_HSA=-1.85. (3) Drug 1: C1CCC(CC1)NC(=O)N(CCCl)N=O. Drug 2: C1=NC(=NC(=O)N1C2C(C(C(O2)CO)O)O)N. Cell line: SN12C. Synergy scores: CSS=9.07, Synergy_ZIP=-4.32, Synergy_Bliss=-2.58, Synergy_Loewe=-5.19, Synergy_HSA=-2.55. (4) Drug 1: CNC(=O)C1=CC=CC=C1SC2=CC3=C(C=C2)C(=NN3)C=CC4=CC=CC=N4. Drug 2: C1=NC2=C(N1)C(=S)N=CN2. Cell line: MCF7. Synergy scores: CSS=13.0, Synergy_ZIP=-10.5, Synergy_Bliss=-11.3, Synergy_Loewe=-21.9, Synergy_HSA=-10.4. (5) Drug 1: C(=O)(N)NO. Drug 2: CCCCC(=O)OCC(=O)C1(CC(C2=C(C1)C(=C3C(=C2O)C(=O)C4=C(C3=O)C=CC=C4OC)O)OC5CC(C(C(O5)C)O)NC(=O)C(F)(F)F)O. Cell line: HCT116. Synergy scores: CSS=60.7, Synergy_ZIP=3.21, Synergy_Bliss=1.50, Synergy_Loewe=-26.1, Synergy_HSA=-1.98. (6) Drug 1: C1CCC(C1)C(CC#N)N2C=C(C=N2)C3=C4C=CNC4=NC=N3. Drug 2: CN(C)N=NC1=C(NC=N1)C(=O)N. Cell line: M14. Synergy scores: CSS=-22.1, Synergy_ZIP=7.27, Synergy_Bliss=-2.80, Synergy_Loewe=-12.5, Synergy_HSA=-13.1.